The task is: Predict the reaction yield, written as a fraction of the theoretical maximum amount of product (1.0 means a 100% yield; for example, 0.34 means a 34% yield).. This data is from Reaction yield outcomes from USPTO patents with 853,638 reactions. (1) The reactants are [NH2:1][C:2]1[CH:3]=[C:4]([CH:21]=[CH:22][CH:23]=1)[O:5][C:6]1[CH:7]=[CH:8][C:9]2[N:10]([CH:12]=[C:13]([NH:15][C:16]([CH:18]3[CH2:20][CH2:19]3)=[O:17])[N:14]=2)[N:11]=1.[Cl:24][C:25]1[CH:33]=[CH:32][C:28]([C:29](O)=[O:30])=[CH:27][C:26]=1[C:34]([F:37])([F:36])[F:35].Cl.CN(C)CCCN=C=NCC.ON1C2C=CC=CC=2N=N1. The catalyst is CN(C)C=O.O. The product is [Cl:24][C:25]1[CH:33]=[CH:32][C:28]([C:29]([NH:1][C:2]2[CH:23]=[CH:22][CH:21]=[C:4]([O:5][C:6]3[CH:7]=[CH:8][C:9]4[N:10]([CH:12]=[C:13]([NH:15][C:16]([CH:18]5[CH2:20][CH2:19]5)=[O:17])[N:14]=4)[N:11]=3)[CH:3]=2)=[O:30])=[CH:27][C:26]=1[C:34]([F:35])([F:36])[F:37]. The yield is 0.770. (2) The reactants are [CH3:1][N:2]1[C:6]([N:7]2[CH2:12][CH2:11][CH2:10][C@H:9]([NH:13]C(=O)OC(C)(C)C)[CH2:8]2)=[C:5]([NH2:21])[CH:4]=[N:3]1.C(OC([NH:29][C:30]1[S:34][C:33]([C:35]2[CH:40]=[CH:39][CH:38]=[CH:37][C:36]=2[F:41])=[N:32][C:31]=1[C:42](O)=[O:43])=O)(C)(C)C.CN(C(ON1N=NC2C=CC=NC1=2)=[N+](C)C)C.F[P-](F)(F)(F)(F)F. No catalyst specified. The product is [NH2:29][C:30]1[S:34][C:33]([C:35]2[CH:40]=[CH:39][CH:38]=[CH:37][C:36]=2[F:41])=[N:32][C:31]=1[C:42]([NH:21][C:5]1[CH:4]=[N:3][N:2]([CH3:1])[C:6]=1[N:7]1[CH2:12][CH2:11][CH2:10][C@H:9]([NH2:13])[CH2:8]1)=[O:43]. The yield is 0.130. (3) The reactants are [CH3:1][C:2]1[NH:6][C:5]([CH:7]([C:9]2[CH:14]=[CH:13][CH:12]=[CH:11][CH:10]=2)[OH:8])=[N:4][CH:3]=1.[O:15]1CCOC[CH2:16]1. The catalyst is ClCCl.[O-2].[O-2].[Mn+4]. The product is [C:7]([C:5]1[NH:6][C:2]([CH3:1])=[C:3]([CH:16]=[O:15])[N:4]=1)(=[O:8])[C:9]1[CH:14]=[CH:13][CH:12]=[CH:11][CH:10]=1. The yield is 0.480. (4) The reactants are [CH2:1]([N:4]([CH2:15][CH:16]=[CH2:17])[C:5](=[O:14])[O:6][CH2:7][C:8]1[CH:13]=[CH:12][CH:11]=[CH:10][CH:9]=1)C=C. The catalyst is C(Cl)Cl. The product is [N:4]1([C:5]([O:6][CH2:7][C:8]2[CH:9]=[CH:10][CH:11]=[CH:12][CH:13]=2)=[O:14])[CH2:1][CH:17]=[CH:16][CH2:15]1. The yield is 0.940. (5) The reactants are [CH3:1][C:2]1[CH:8]=[C:7]([CH3:9])[CH:6]=[CH:5][C:3]=1[NH2:4].[CH3:10][C:11]1[CH:16]=[C:15]([CH3:17])[CH:14]=[CH:13][C:12]=1Br.CC(C)([O-])C.[Na+]. The catalyst is C1(C)C=CC=CC=1.C1C=CC(P(C2C=CC=CC=2)[C-]2C=CC=C2)=CC=1.C1C=CC(P(C2C=CC=CC=2)[C-]2C=CC=C2)=CC=1.Cl[Pd]Cl.[Fe+2]. The product is [CH3:1][C:2]1[CH:8]=[C:7]([CH3:9])[CH:6]=[CH:5][C:3]=1[NH:4][C:12]1[CH:13]=[CH:14][C:15]([CH3:17])=[CH:16][C:11]=1[CH3:10]. The yield is 0.840. (6) The reactants are [CH:1]1([C:4]2[NH:8][N:7]=[C:6]([NH:9][C:10]3[C:15]([C:16]#[CH:17])=[CH:14][N:13]=[C:12]([C:18]4[S:22][C:21]([CH2:23][NH:24]C(=O)OC(C)(C)C)=[CH:20][CH:19]=4)[N:11]=3)[CH:5]=2)[CH2:3][CH2:2]1.[ClH:32]. The catalyst is CCO. The product is [ClH:32].[NH2:24][CH2:23][C:21]1[S:22][C:18]([C:12]2[N:11]=[C:10]([NH:9][C:6]3[CH:5]=[C:4]([CH:1]4[CH2:2][CH2:3]4)[NH:8][N:7]=3)[C:15]([C:16]#[CH:17])=[CH:14][N:13]=2)=[CH:19][CH:20]=1. The yield is 0.209. (7) The reactants are [CH2:1]([O:3][C:4]1[CH:5]=[C:6]([C@H:12]([N:18]2[C:26](=[O:27])[C:25]3[C:20](=[CH:21][CH:22]=[CH:23][C:24]=3[NH:28][C:29]([CH:31]3[CH2:33][CH2:32]3)=[O:30])[CH2:19]2)[CH2:13][C:14](=[O:17])[NH:15][OH:16])[CH:7]=[CH:8][C:9]=1[O:10][CH3:11])[CH3:2].[CH3:34][C:35]([CH3:41])([CH3:40])[CH2:36][C:37](Cl)=[O:38]. The catalyst is C(#N)C. The product is [CH3:34][C:35]([CH3:41])([CH3:40])[CH2:36][C:37]([O:16][NH:15][C:14]([CH2:13][C@@H:12]([N:18]1[C:26](=[O:27])[C:25]2[C:20](=[CH:21][CH:22]=[CH:23][C:24]=2[NH:28][C:29]([CH:31]2[CH2:33][CH2:32]2)=[O:30])[CH2:19]1)[C:6]1[CH:7]=[CH:8][C:9]([O:10][CH3:11])=[C:4]([O:3][CH2:1][CH3:2])[CH:5]=1)=[O:17])=[O:38]. The yield is 0.590.